Regression. Given a peptide amino acid sequence and an MHC pseudo amino acid sequence, predict their binding affinity value. This is MHC class I binding data. From a dataset of Peptide-MHC class I binding affinity with 185,985 pairs from IEDB/IMGT. The peptide sequence is SFSFGGFTF. The MHC is HLA-A11:01 with pseudo-sequence HLA-A11:01. The binding affinity (normalized) is 0.0847.